From a dataset of NCI-60 drug combinations with 297,098 pairs across 59 cell lines. Regression. Given two drug SMILES strings and cell line genomic features, predict the synergy score measuring deviation from expected non-interaction effect. (1) Drug 1: CC12CCC(CC1=CCC3C2CCC4(C3CC=C4C5=CN=CC=C5)C)O. Drug 2: CS(=O)(=O)CCNCC1=CC=C(O1)C2=CC3=C(C=C2)N=CN=C3NC4=CC(=C(C=C4)OCC5=CC(=CC=C5)F)Cl. Cell line: DU-145. Synergy scores: CSS=0.403, Synergy_ZIP=-1.20, Synergy_Bliss=-3.04, Synergy_Loewe=-7.35, Synergy_HSA=-6.78. (2) Drug 1: CC12CCC3C(C1CCC2=O)CC(=C)C4=CC(=O)C=CC34C. Drug 2: CC1CCCC2(C(O2)CC(NC(=O)CC(C(C(=O)C(C1O)C)(C)C)O)C(=CC3=CSC(=N3)C)C)C. Cell line: CAKI-1. Synergy scores: CSS=16.9, Synergy_ZIP=-2.99, Synergy_Bliss=-1.61, Synergy_Loewe=-1.00, Synergy_HSA=-0.159. (3) Drug 1: CCC1(CC2CC(C3=C(CCN(C2)C1)C4=CC=CC=C4N3)(C5=C(C=C6C(=C5)C78CCN9C7C(C=CC9)(C(C(C8N6C=O)(C(=O)OC)O)OC(=O)C)CC)OC)C(=O)OC)O.OS(=O)(=O)O. Drug 2: C1C(C(OC1N2C=NC3=C2NC=NCC3O)CO)O. Cell line: 786-0. Synergy scores: CSS=-0.0270, Synergy_ZIP=-1.35, Synergy_Bliss=-3.47, Synergy_Loewe=-10.3, Synergy_HSA=-5.14.